From a dataset of Full USPTO retrosynthesis dataset with 1.9M reactions from patents (1976-2016). Predict the reactants needed to synthesize the given product. (1) Given the product [O:10]1[CH2:14][CH2:13][CH2:12][CH:11]1[CH2:15][CH2:16][C:17]1[CH:22]=[CH:21][C:20]([CH2:23][CH2:24][N+:25]([O-:27])=[O:26])=[CH:19][CH:18]=1, predict the reactants needed to synthesize it. The reactants are: O1CCCC1.CS(C)=O.[O:10]1[CH2:14][CH2:13][CH2:12][CH:11]1[CH2:15][CH2:16][C:17]1[CH:22]=[CH:21][C:20](/[CH:23]=[CH:24]/[N+:25]([O-:27])=[O:26])=[CH:19][CH:18]=1.C(O)(=O)C.[BH4-].[Na+]. (2) Given the product [NH2:1][C@H:2]([C:19]([O:21][CH2:22][C:23]1[CH:28]=[CH:27][CH:26]=[CH:25][CH:24]=1)=[O:20])[CH2:3][CH2:4][CH2:5][CH2:6][NH:7][C:8]([O:10][CH2:11][C:12]1[CH:18]=[CH:17][CH:16]=[CH:15][C:13]=1[Cl:14])=[O:9], predict the reactants needed to synthesize it. The reactants are: [NH:1](C(OC(C)(C)C)=O)[C@H:2]([C:19]([O:21][CH2:22][C:23]1[CH:28]=[CH:27][CH:26]=[CH:25][CH:24]=1)=[O:20])[CH2:3][CH2:4][CH2:5][CH2:6][NH:7][C:8]([O:10][CH2:11][C:12]1[CH:18]=[CH:17][CH:16]=[CH:15][C:13]=1[Cl:14])=[O:9].C(Cl)(Cl)Cl.CO.